From a dataset of Forward reaction prediction with 1.9M reactions from USPTO patents (1976-2016). Predict the product of the given reaction. (1) Given the reactants Cl.[F:2][C:3]1[CH:4]=[C:5]([CH:25]=[CH:26][C:27]=1[OH:28])[NH:6][C:7]1[C:16]2[C:11](=[CH:12][CH:13]=[CH:14][C:15]=2[O:17][CH:18]2[CH2:23][CH2:22][N:21]([CH3:24])[CH2:20][CH2:19]2)[N:10]=[CH:9][N:8]=1.[F:29][C:30]1[CH:37]=[CH:36][CH:35]=[CH:34][C:31]=1[CH2:32]Cl, predict the reaction product. The product is: [F:2][C:3]1[CH:4]=[C:5]([CH:25]=[CH:26][C:27]=1[O:28][CH2:32][C:31]1[CH:34]=[CH:35][CH:36]=[CH:37][C:30]=1[F:29])[NH:6][C:7]1[C:16]2[C:11](=[CH:12][CH:13]=[CH:14][C:15]=2[O:17][CH:18]2[CH2:23][CH2:22][N:21]([CH3:24])[CH2:20][CH2:19]2)[N:10]=[CH:9][N:8]=1. (2) Given the reactants [CH2:1]([O:8][C:9]1[CH:14]=[CH:13][C:12]([C:15]2[C:20]([CH3:21])=[CH:19][C:18]([O:22][C@@H:23]3[CH2:27][CH2:26][O:25][CH2:24]3)=[CH:17][C:16]=2[CH3:28])=[CH:11][C:10]=1[CH2:29][O:30][C:31]1[CH:44]=[CH:43][C:34]2[C@H:35]([CH2:38][C:39]([O:41]C)=[O:40])[CH2:36][O:37][C:33]=2[CH:32]=1)[C:2]1[CH:7]=[CH:6][CH:5]=[CH:4][CH:3]=1.[OH-].[Li+], predict the reaction product. The product is: [CH2:1]([O:8][C:9]1[CH:14]=[CH:13][C:12]([C:15]2[C:16]([CH3:28])=[CH:17][C:18]([O:22][C@@H:23]3[CH2:27][CH2:26][O:25][CH2:24]3)=[CH:19][C:20]=2[CH3:21])=[CH:11][C:10]=1[CH2:29][O:30][C:31]1[CH:44]=[CH:43][C:34]2[C@H:35]([CH2:38][C:39]([OH:41])=[O:40])[CH2:36][O:37][C:33]=2[CH:32]=1)[C:2]1[CH:3]=[CH:4][CH:5]=[CH:6][CH:7]=1. (3) The product is: [CH:1]1([N:5]2[CH2:6][CH2:7][N:8]([C:11]([C:13]3[CH:14]=[C:15]4[C:19](=[CH:20][CH:21]=3)[N:18]([C:37]3[CH:38]=[CH:39][CH:40]=[C:35]([O:34][C:33]([F:32])([F:44])[F:45])[CH:36]=3)[C:17]([C:22]([N:24]3[CH2:29][CH2:28][S:27](=[O:30])(=[O:31])[CH2:26][CH2:25]3)=[O:23])=[CH:16]4)=[O:12])[CH2:9][CH2:10]2)[CH2:2][CH2:3][CH2:4]1. Given the reactants [CH:1]1([N:5]2[CH2:10][CH2:9][N:8]([C:11]([C:13]3[CH:14]=[C:15]4[C:19](=[CH:20][CH:21]=3)[NH:18][C:17]([C:22]([N:24]3[CH2:29][CH2:28][S:27](=[O:31])(=[O:30])[CH2:26][CH2:25]3)=[O:23])=[CH:16]4)=[O:12])[CH2:7][CH2:6]2)[CH2:4][CH2:3][CH2:2]1.[F:32][C:33]([F:45])([F:44])[O:34][C:35]1[CH:36]=[C:37](B(O)O)[CH:38]=[CH:39][CH:40]=1.N1C=CC=CC=1, predict the reaction product. (4) Given the reactants [CH3:1][C:2]1[CH:7]=[CH:6][C:5]([C:8]2[CH:12]=[CH:11][O:10][N:9]=2)=[CH:4][CH:3]=1.CC1C=CC(C2[O:21]C=CN=2)=CC=1, predict the reaction product. The product is: [O:10]1[CH:11]=[CH:12][C:8]([C:5]2[CH:4]=[CH:3][C:2]([CH:1]=[O:21])=[CH:7][CH:6]=2)=[N:9]1.